Dataset: Forward reaction prediction with 1.9M reactions from USPTO patents (1976-2016). Task: Predict the product of the given reaction. The product is: [Br:14][C:12]1[CH:13]=[CH:3][C:4]2[O:5][CH:6]=[CH:7][C:10]=2[CH:11]=1. Given the reactants C([C:3]1[CH:13]=[C:12]([Br:14])[CH:11]=[CH:10][C:4]=1[O:5][CH2:6][C:7](O)=O)=O.C([O-])(=O)C.[Na+].C(OC(=O)C)(=O)C, predict the reaction product.